From a dataset of Forward reaction prediction with 1.9M reactions from USPTO patents (1976-2016). Predict the product of the given reaction. (1) Given the reactants Br[C:2]1[CH:3]=[C:4]([CH:19]=[CH:20][C:21]=1[F:22])[C:5]([NH:7][C:8]1[CH:13]=[CH:12][C:11]([O:14][C:15]([Cl:18])([F:17])[F:16])=[CH:10][CH:9]=1)=[O:6].[F:23][C:24]1[CH:25]=[N:26][NH:27][C:28]=1[Sn](CCCC)(CCCC)CCCC.C([O-])([O-])=O.[Na+].[Na+], predict the reaction product. The product is: [Cl:18][C:15]([F:17])([F:16])[O:14][C:11]1[CH:12]=[CH:13][C:8]([NH:7][C:5](=[O:6])[C:4]2[CH:19]=[CH:20][C:21]([F:22])=[C:2]([C:28]3[NH:27][N:26]=[CH:25][C:24]=3[F:23])[CH:3]=2)=[CH:9][CH:10]=1. (2) Given the reactants CON(C)[C:4]([C:6]1[N:7]=[CH:8][N:9]([C:11]2[CH:12]=[C:13]([C:17]3[CH:22]=[CH:21][CH:20]=[CH:19][C:18]=3[Cl:23])[CH:14]=[CH:15][CH:16]=2)[CH:10]=1)=[O:5].Br[C:26]1[CH:27]=[C:28]([O:32][CH3:33])[CH:29]=[CH:30][CH:31]=1, predict the reaction product. The product is: [Cl:23][C:18]1[CH:19]=[CH:20][CH:21]=[CH:22][C:17]=1[C:13]1[CH:14]=[CH:15][CH:16]=[C:11]([N:9]2[CH:10]=[C:6]([C:4]([C:26]3[CH:31]=[CH:30][CH:29]=[C:28]([O:32][CH3:33])[CH:27]=3)=[O:5])[N:7]=[CH:8]2)[CH:12]=1. (3) Given the reactants [CH2:1]([C@@H:5]1[CH2:9][O:8][C:7](=[O:10])[CH:6]1C(OCC)=O)[CH:2]([CH3:4])[CH3:3].[Li+].[Cl-].O, predict the reaction product. The product is: [CH2:1]([C@@H:5]1[CH2:9][O:8][C:7](=[O:10])[CH2:6]1)[CH:2]([CH3:4])[CH3:3].